Dataset: Full USPTO retrosynthesis dataset with 1.9M reactions from patents (1976-2016). Task: Predict the reactants needed to synthesize the given product. (1) Given the product [CH3:22][O:23][CH2:24][C:25]([NH:1][C:2]1[S:3][C:4]2[CH:10]=[C:9]([O:11][S:12]([C:15]3[CH:20]=[CH:19][C:18]([F:21])=[CH:17][CH:16]=3)(=[O:13])=[O:14])[CH:8]=[CH:7][C:5]=2[N:6]=1)=[O:26], predict the reactants needed to synthesize it. The reactants are: [NH2:1][C:2]1[S:3][C:4]2[CH:10]=[C:9]([O:11][S:12]([C:15]3[CH:20]=[CH:19][C:18]([F:21])=[CH:17][CH:16]=3)(=[O:14])=[O:13])[CH:8]=[CH:7][C:5]=2[N:6]=1.[CH3:22][O:23][CH2:24][C:25](O)=[O:26].CN(C(ON1N=NC2C=CC=CC1=2)=[N+](C)C)C.F[P-](F)(F)(F)(F)F.C(NC(C)C)(C)C. (2) Given the product [NH2:18][C:15]1[CH:16]=[CH:17][C:7]([O:6][CH2:5][CH2:4][N:3]([CH2:21][CH3:22])[CH2:1][CH3:2])=[C:8]([CH:14]=1)[C:9]([O:11][CH2:12][CH3:13])=[O:10], predict the reactants needed to synthesize it. The reactants are: [CH2:1]([N:3]([CH2:21][CH3:22])[CH2:4][CH2:5][O:6][C:7]1[CH:17]=[CH:16][C:15]([N+:18]([O-])=O)=[CH:14][C:8]=1[C:9]([O:11][CH2:12][CH3:13])=[O:10])[CH3:2].ClCCl.CO.N. (3) Given the product [CH2:7]([O:14][C:15]1[CH:29]=[CH:28][C:18]([CH2:19][CH:20]2[CH2:21][O:22][CH2:23][CH2:24][N:25]2[CH3:26])=[CH:17][CH:16]=1)[C:8]1[CH:9]=[CH:10][CH:11]=[CH:12][CH:13]=1, predict the reactants needed to synthesize it. The reactants are: [H-].[Al+3].[Li+].[H-].[H-].[H-].[CH2:7]([O:14][C:15]1[CH:29]=[CH:28][C:18]([CH2:19][CH:20]2[N:25]([CH3:26])[C:24](=O)[CH2:23][O:22][CH2:21]2)=[CH:17][CH:16]=1)[C:8]1[CH:13]=[CH:12][CH:11]=[CH:10][CH:9]=1. (4) Given the product [CH2:1]([C:3]1[S:7][C:6]([C:8](=[O:23])[CH2:9][CH2:10][C:11]2[CH:16]=[C:15]([CH3:17])[C:14]([CH2:18][CH2:19][CH2:20][O:21][S:40]([CH3:39])(=[O:42])=[O:41])=[C:13]([CH3:22])[CH:12]=2)=[C:5]2[CH2:24][CH2:25][C:26]([CH3:28])([CH3:29])[CH2:27][C:4]=12)[CH3:2], predict the reactants needed to synthesize it. The reactants are: [CH2:1]([C:3]1[S:7][C:6]([C:8](=[O:23])[CH2:9][CH2:10][C:11]2[CH:16]=[C:15]([CH3:17])[C:14]([CH2:18][CH2:19][CH2:20][OH:21])=[C:13]([CH3:22])[CH:12]=2)=[C:5]2[CH2:24][CH2:25][C:26]([CH3:29])([CH3:28])[CH2:27][C:4]=12)[CH3:2].CCN(C(C)C)C(C)C.[CH3:39][S:40](Cl)(=[O:42])=[O:41]. (5) Given the product [CH:15]1([O:8][C:7]2[C:2]([OH:1])=[C:3]([C:11](=[O:13])[CH3:12])[CH:4]=[CH:5][C:6]=2[O:9][CH3:10])[CH2:19][CH2:18][CH2:17][CH2:16]1, predict the reactants needed to synthesize it. The reactants are: [OH:1][C:2]1[C:7]([OH:8])=[C:6]([O:9][CH3:10])[CH:5]=[CH:4][C:3]=1[C:11](=[O:13])[CH3:12].Br[CH:15]1[CH2:19][CH2:18][CH2:17][CH2:16]1.C(=O)([O-])[O-].[K+].[K+].Cl.